From a dataset of Catalyst prediction with 721,799 reactions and 888 catalyst types from USPTO. Predict which catalyst facilitates the given reaction. (1) Reactant: C(O)(=O)C.[CH:5](=O)[C:6]1[CH:11]=[CH:10][CH:9]=[CH:8][CH:7]=1.[CH:13]([N:16]1[CH2:22][CH2:21][CH2:20][N:19]([C:23]([C:25]2[CH:26]=[C:27]3[C:32](=[CH:33][CH:34]=2)[CH2:31][NH:30][CH2:29][CH2:28]3)=[O:24])[CH2:18][CH2:17]1)([CH3:15])[CH3:14].[BH-](OC(C)=O)(OC(C)=O)OC(C)=O.[Na+]. Product: [CH2:5]([N:30]1[CH2:29][CH2:28][C:27]2[C:32](=[CH:33][CH:34]=[C:25]([C:23]([N:19]3[CH2:20][CH2:21][CH2:22][N:16]([CH:13]([CH3:15])[CH3:14])[CH2:17][CH2:18]3)=[O:24])[CH:26]=2)[CH2:31]1)[C:6]1[CH:11]=[CH:10][CH:9]=[CH:8][CH:7]=1. The catalyst class is: 26. (2) Product: [CH3:25][C:26]1[N:30]([CH2:8][C:9]2[S:13][C:12]([C:14]3[CH:19]=[CH:18][C:17]([C:20]([F:23])([F:22])[F:21])=[CH:16][CH:15]=3)=[N:11][C:10]=2[CH3:24])[C:29]2[CH:31]=[C:32]([C:36]3[CH:37]=[C:38]([CH:44]=[CH:45][CH:46]=3)[C:39]([O:41][CH2:42][CH3:43])=[O:40])[CH:33]=[C:34]([CH3:35])[C:28]=2[N:27]=1. Reactant: C(=O)([O-])[O-].[K+].[K+].Cl[CH2:8][C:9]1[S:13][C:12]([C:14]2[CH:19]=[CH:18][C:17]([C:20]([F:23])([F:22])[F:21])=[CH:16][CH:15]=2)=[N:11][C:10]=1[CH3:24].[CH3:25][C:26]1[NH:30][C:29]2[CH:31]=[C:32]([C:36]3[CH:37]=[C:38]([CH:44]=[CH:45][CH:46]=3)[C:39]([O:41][CH2:42][CH3:43])=[O:40])[CH:33]=[C:34]([CH3:35])[C:28]=2[N:27]=1. The catalyst class is: 9. (3) Reactant: [Br:1][C:2]1[CH:28]=[N:27][C:5]2[N:6]=[C:7]([N:13]3[CH2:16][C:15]([N:18](C)[C:19](=O)OC(C)(C)C)([CH3:17])[CH2:14]3)[C:8]3[N:9]([CH:10]=[N:11][N:12]=3)[C:4]=2[CH:3]=1. Product: [Br:1][C:2]1[CH:28]=[N:27][C:5]2[N:6]=[C:7]([N:13]3[CH2:16][C:15]([CH3:17])([NH:18][CH3:19])[CH2:14]3)[C:8]3[N:9]([CH:10]=[N:11][N:12]=3)[C:4]=2[CH:3]=1. The catalyst class is: 393. (4) Reactant: [CH3:1][C:2]([S:8]([CH3:11])(=[O:10])=[O:9])([CH2:5][CH:6]=[CH2:7])[C:3]#[N:4].C([Li])CCC.CCCCCCC.[F:24][C:25]1[CH:30]=[CH:29][C:28]([N+:31]([O-:33])=[O:32])=[CH:27][C:26]=1/[C:34](=[N:36]/[S@@:37]([C:39]([CH3:42])([CH3:41])[CH3:40])=[O:38])/[CH3:35]. Product: [C:3]([C:2]([S:8]([CH2:11][C@:34]([NH:36][S@@:37]([C:39]([CH3:40])([CH3:42])[CH3:41])=[O:38])([C:26]1[CH:27]=[C:28]([N+:31]([O-:33])=[O:32])[CH:29]=[CH:30][C:25]=1[F:24])[CH3:35])(=[O:9])=[O:10])([CH2:5][CH:6]=[CH2:7])[CH3:1])#[N:4]. The catalyst class is: 1.